From a dataset of Full USPTO retrosynthesis dataset with 1.9M reactions from patents (1976-2016). Predict the reactants needed to synthesize the given product. (1) The reactants are: [O:1]1[C:5]2[CH:6]=[CH:7][C:8]([C:10]3[C:11]([O:30][CH2:31][CH2:32][OH:33])=[N:12][N:13]([CH3:29])[C:14]=3[NH:15][S:16]([C:19]3[CH:24]=[CH:23][C:22]([C:25]([CH3:28])([CH3:27])[CH3:26])=[CH:21][CH:20]=3)(=[O:18])=[O:17])=[CH:9][C:4]=2[O:3][CH2:2]1.C[OH:35]. Given the product [O:1]1[C:5]2[CH:6]=[CH:7][C:8]([C:10]3[C:11]([O:30][CH2:31][CH2:32][OH:33])=[N:12][N:13]([CH3:29])[C:14]=3[NH:15][S:16]([C:19]3[CH:24]=[CH:23][C:22]([C:25]([CH3:28])([CH3:26])[CH2:27][OH:35])=[CH:21][CH:20]=3)(=[O:18])=[O:17])=[CH:9][C:4]=2[O:3][CH2:2]1, predict the reactants needed to synthesize it. (2) Given the product [NH2:1][C:2]1[CH:3]=[N:4][N:5]([CH:7]([C:15]2[CH:20]=[CH:19][CH:18]=[CH:17][CH:16]=2)[CH2:8][N:9]2[CH2:13][CH2:12][O:21][CH2:11][C:10]2=[O:14])[CH:6]=1, predict the reactants needed to synthesize it. The reactants are: [NH2:1][C:2]1[CH:3]=[N:4][N:5]([CH:7]([C:15]2[CH:20]=[CH:19][CH:18]=[CH:17][CH:16]=2)[CH2:8][N:9]2[CH2:13][CH2:12][CH2:11][C:10]2=[O:14])[CH:6]=1.[OH:21]C(C1C=CC=CC=1)CN1CCOCC1=O. (3) The reactants are: [CH2:1]([O:3][C:4]([C:6]1[CH2:10][CH2:9][CH2:8][C:7]=1[NH:11][CH2:12][CH2:13][CH:14]([CH3:16])[CH3:15])=[O:5])[CH3:2].B.N1C=CC=CC=1. Given the product [CH2:1]([O:3][C:4]([C@@H:6]1[CH2:10][CH2:9][CH2:8][C@@H:7]1[NH:11][CH2:12][CH2:13][CH:14]([CH3:15])[CH3:16])=[O:5])[CH3:2].[CH2:1]([O:3][C:4]([C@@H:6]1[CH2:10][CH2:9][CH2:8][C@H:7]1[NH:11][CH2:12][CH2:13][CH:14]([CH3:15])[CH3:16])=[O:5])[CH3:2], predict the reactants needed to synthesize it. (4) Given the product [C:1]([O:5][C:6](=[O:20])[NH:7][CH2:8][C:9]1[CH:14]=[C:13]([NH2:15])[CH:12]=[CH:11][C:10]=1[C:18]#[N:19])([CH3:4])([CH3:2])[CH3:3], predict the reactants needed to synthesize it. The reactants are: [C:1]([O:5][C:6](=[O:20])[NH:7][CH2:8][C:9]1[CH:14]=[C:13]([N+:15]([O-])=O)[CH:12]=[CH:11][C:10]=1[C:18]#[N:19])([CH3:4])([CH3:3])[CH3:2].C(O)C.[Cl-].[NH4+]. (5) Given the product [CH3:18][O:17][C:15](=[O:16])[NH:1][C:2]1[NH:6][N:5]=[N:4][N:3]=1, predict the reactants needed to synthesize it. The reactants are: [NH2:1][C:2]1[NH:6][N:5]=[N:4][N:3]=1.C(N(CC)CC)C.Cl[C:15]([O:17][CH3:18])=[O:16]. (6) Given the product [CH2:1]([O:3][C:4](=[O:32])[CH2:5][N:6]([C:7]1[CH:8]=[C:9]2[C:13](=[CH:14][C:15]=1[CH3:16])[N:12]([CH2:39][CH:40]([F:42])[F:41])[N:11]=[CH:10]2)[CH2:17][C:18]([N:20]([N:22]1[CH2:30][C:29]2[C:24](=[CH:25][CH:26]=[C:27]([F:31])[CH:28]=2)[CH2:23]1)[CH3:21])=[O:19])[CH3:2], predict the reactants needed to synthesize it. The reactants are: [CH2:1]([O:3][C:4](=[O:32])[CH2:5][N:6]([CH2:17][C:18]([N:20]([N:22]1[CH2:30][C:29]2[C:24](=[CH:25][CH:26]=[C:27]([F:31])[CH:28]=2)[CH2:23]1)[CH3:21])=[O:19])[C:7]1[CH:8]=[C:9]2[C:13](=[CH:14][C:15]=1[CH3:16])[NH:12][N:11]=[CH:10]2)[CH3:2].FC(F)(F)S(O[CH2:39][CH:40]([F:42])[F:41])(=O)=O.